Dataset: Reaction yield outcomes from USPTO patents with 853,638 reactions. Task: Predict the reaction yield, written as a fraction of the theoretical maximum amount of product (1.0 means a 100% yield; for example, 0.34 means a 34% yield). (1) The reactants are [C:1]([C:5]1[S:9][C:8]([NH2:10])=[N:7][C:6]=1[CH3:11])([CH3:4])([CH3:3])[CH3:2].[CH3:12][O:13][CH2:14][CH2:15]Br. The catalyst is C(Cl)Cl.CO. The product is [C:1]([C:5]1[S:9][C:8](=[NH:10])[N:7]([CH2:15][CH2:14][O:13][CH3:12])[C:6]=1[CH3:11])([CH3:4])([CH3:3])[CH3:2]. The yield is 0.500. (2) The reactants are [C:1]1(=[O:7])[CH2:6][CH2:5][CH2:4][CH:3]=[CH:2]1.[CH:8]1[CH2:12][CH:11]=[CH:10][CH:9]=1.Cl(O)(=O)(=O)=O.C([C@@H]1N[C@H](C2OC(C)=CC=2)N(C)C1=O)C1C=CC=CC=1. The catalyst is O. The product is [C@@H:10]12[CH2:11][C@H:12]([CH:8]=[CH:9]1)[C@@H:3]1[C@@H:2]2[C:1](=[O:7])[CH2:6][CH2:5][CH2:4]1. The yield is 0.810. (3) The reactants are [H-].[Na+].[F:3][C:4]([F:18])([F:17])[C:5]1[CH:10]=[CH:9][CH:8]=[CH:7][C:6]=1[CH:11]([OH:16])[C:12]([F:15])([F:14])[F:13].[NH2:19][C:20]1[N:25]=[C:24](Cl)[CH:23]=[C:22]([Cl:27])[N:21]=1.O. The catalyst is C1COCC1.C(OCC)(=O)C. The product is [Cl:27][C:22]1[CH:23]=[C:24]([O:16][CH:11]([C:6]2[CH:7]=[CH:8][CH:9]=[CH:10][C:5]=2[C:4]([F:17])([F:18])[F:3])[C:12]([F:13])([F:14])[F:15])[N:25]=[C:20]([NH2:19])[N:21]=1. The yield is 0.710. (4) The reactants are [CH2:1]([O:3][C:4]([C:6]1[CH:7]=[C:8]2[C:13](=[CH:14][CH:15]=1)[NH:12][CH:11]([C:16]1[CH:21]=[CH:20][CH:19]=[C:18](Br)[CH:17]=1)[C:10]([CH3:24])([CH3:23])[CH2:9]2)=[O:5])[CH3:2].[C:25]1([CH3:37])[CH:30]=[CH:29][CH:28]=[CH:27][C:26]=1[N:31]1[CH2:36][CH2:35][NH:34][CH2:33][CH2:32]1.Cl.CN(C)CC(O)=O.C(=O)([O-])[O-].[K+].[K+]. The catalyst is CS(C)=O.[Cu]I. The product is [CH2:1]([O:3][C:4]([C:6]1[CH:7]=[C:8]2[C:13](=[CH:14][CH:15]=1)[NH:12][CH:11]([C:16]1[CH:21]=[CH:20][CH:19]=[C:18]([N:34]3[CH2:35][CH2:36][N:31]([C:26]4[CH:27]=[CH:28][CH:29]=[CH:30][C:25]=4[CH3:37])[CH2:32][CH2:33]3)[CH:17]=1)[C:10]([CH3:24])([CH3:23])[CH2:9]2)=[O:5])[CH3:2]. The yield is 0.800. (5) The reactants are [CH3:1][S:2]([O-:4])=[O:3].[Na+].[CH3:6][O:7][C:8](=[O:28])[C:9]1[CH:14]=[C:13]([O:15][CH2:16][O:17][CH3:18])[CH:12]=[C:11]([O:19][C:20]2[CH:25]=[CH:24][C:23](Br)=[C:22]([F:27])[CH:21]=2)[CH:10]=1.O.[Cl-].[Na+].O.N.C(OC(=O)C)C. The catalyst is CS(C)=O.[Cu](I)I. The product is [CH3:6][O:7][C:8](=[O:28])[C:9]1[CH:14]=[C:13]([O:15][CH2:16][O:17][CH3:18])[CH:12]=[C:11]([O:19][C:20]2[CH:25]=[CH:24][C:23]([S:2]([CH3:1])(=[O:4])=[O:3])=[C:22]([F:27])[CH:21]=2)[CH:10]=1. The yield is 0.480. (6) The yield is 0.980. The reactants are C(O[C:6](=[O:28])[NH:7][C@@H:8]([CH2:21][C:22]1[CH:27]=[CH:26][CH:25]=[CH:24][CH:23]=1)[CH:9]([C:11](=[O:20])[NH:12][CH2:13][C:14]1[CH:19]=[CH:18][CH:17]=[CH:16][CH:15]=1)[OH:10])(C)(C)C.FC(F)(F)C(O)=O.[CH3:36][O:37][C:38]1[CH:43]=[CH:42][C:41]([CH2:44][C@H:45]([NH:49][C:50](=[O:64])[C@@H:51]([NH:53][C:54](=[O:63])[CH2:55][CH2:56][C:57]2[N:58]([CH3:62])[N:59]=[CH:60][CH:61]=2)[CH3:52])C(O)=O)=[CH:40][CH:39]=1.C(N(CC)C(C)C)(C)C.CN(C(ON1N=NC2C=CC=NC1=2)=[N+](C)C)C.F[P-](F)(F)(F)(F)F. The product is [CH2:13]([NH:12][C:11](=[O:20])[C@@H:9]([OH:10])[CH:8]([NH:7][C:6](=[O:28])[C@@H:45]([NH:49][C:50](=[O:64])[C@@H:51]([NH:53][C:54](=[O:63])[CH2:55][CH2:56][C:57]1[N:58]([CH3:62])[N:59]=[CH:60][CH:61]=1)[CH3:52])[CH2:44][C:41]1[CH:42]=[CH:43][C:38]([O:37][CH3:36])=[CH:39][CH:40]=1)[CH2:21][C:22]1[CH:23]=[CH:24][CH:25]=[CH:26][CH:27]=1)[C:14]1[CH:15]=[CH:16][CH:17]=[CH:18][CH:19]=1. The catalyst is ClCCl.CN(C=O)C.O. (7) The reactants are [Cl:1][C:2]1[CH:3]=[C:4]([NH:16][C:17]2[C:26]3[C:21](=[CH:22][C:23]([O:39][CH2:40][CH3:41])=[C:24]([NH:27][C:28](=[O:38])[CH2:29]P(OCC)(OCC)=O)[CH:25]=3)[N:20]=[CH:19][C:18]=2[C:42]#[N:43])[CH:5]=[CH:6][C:7]=1[O:8][CH2:9][C:10]1[CH:15]=[CH:14][CH:13]=[CH:12][N:11]=1.C[Si]([N-][Si](C)(C)C)(C)C.[Li+].C1(C)C=CC=CC=1.[CH3:61][N:62]1[CH2:66][CH2:65][CH2:64][C@@H:63]1[CH:67]=O. The catalyst is O1CCCC1. The product is [Cl:1][C:2]1[CH:3]=[C:4]([NH:16][C:17]2[C:26]3[C:21](=[CH:22][C:23]([O:39][CH2:40][CH3:41])=[C:24]([NH:27][C:28](=[O:38])/[CH:29]=[CH:67]/[C@H:63]4[CH2:64][CH2:65][CH2:66][N:62]4[CH3:61])[CH:25]=3)[N:20]=[CH:19][C:18]=2[C:42]#[N:43])[CH:5]=[CH:6][C:7]=1[O:8][CH2:9][C:10]1[CH:15]=[CH:14][CH:13]=[CH:12][N:11]=1. The yield is 0.197. (8) The reactants are [NH2:1][C:2]1[N:7]=[C:6]([C:8]2[CH:9]=[N:10][C:11]([C:14]([F:17])([F:16])[F:15])=[CH:12][CH:13]=2)[N:5]=[C:4]([C:18]([O:20]C)=[O:19])[C:3]=1[O:22][CH3:23].[Li+].[OH-]. The catalyst is CO. The product is [NH2:1][C:2]1[N:7]=[C:6]([C:8]2[CH:9]=[N:10][C:11]([C:14]([F:17])([F:16])[F:15])=[CH:12][CH:13]=2)[N:5]=[C:4]([C:18]([OH:20])=[O:19])[C:3]=1[O:22][CH3:23]. The yield is 0.600.